Dataset: NCI-60 drug combinations with 297,098 pairs across 59 cell lines. Task: Regression. Given two drug SMILES strings and cell line genomic features, predict the synergy score measuring deviation from expected non-interaction effect. (1) Drug 1: CCC1=CC2CC(C3=C(CN(C2)C1)C4=CC=CC=C4N3)(C5=C(C=C6C(=C5)C78CCN9C7C(C=CC9)(C(C(C8N6C)(C(=O)OC)O)OC(=O)C)CC)OC)C(=O)OC.C(C(C(=O)O)O)(C(=O)O)O. Drug 2: CN(CC1=CN=C2C(=N1)C(=NC(=N2)N)N)C3=CC=C(C=C3)C(=O)NC(CCC(=O)O)C(=O)O. Cell line: KM12. Synergy scores: CSS=46.8, Synergy_ZIP=-5.77, Synergy_Bliss=-9.86, Synergy_Loewe=-5.44, Synergy_HSA=-0.0103. (2) Drug 1: CC1C(C(CC(O1)OC2CC(CC3=C2C(=C4C(=C3O)C(=O)C5=C(C4=O)C(=CC=C5)OC)O)(C(=O)C)O)N)O.Cl. Drug 2: C1=NNC2=C1C(=O)NC=N2. Cell line: HOP-92. Synergy scores: CSS=20.3, Synergy_ZIP=-4.08, Synergy_Bliss=0.453, Synergy_Loewe=-11.8, Synergy_HSA=1.36. (3) Drug 1: CC1CCC2CC(C(=CC=CC=CC(CC(C(=O)C(C(C(=CC(C(=O)CC(OC(=O)C3CCCCN3C(=O)C(=O)C1(O2)O)C(C)CC4CCC(C(C4)OC)OCCO)C)C)O)OC)C)C)C)OC. Drug 2: CNC(=O)C1=NC=CC(=C1)OC2=CC=C(C=C2)NC(=O)NC3=CC(=C(C=C3)Cl)C(F)(F)F. Cell line: OVCAR-8. Synergy scores: CSS=3.86, Synergy_ZIP=0.226, Synergy_Bliss=-5.63, Synergy_Loewe=-25.9, Synergy_HSA=-5.65. (4) Drug 1: CN(CCCl)CCCl.Cl. Drug 2: C1=NNC2=C1C(=O)NC=N2. Cell line: KM12. Synergy scores: CSS=30.7, Synergy_ZIP=-9.53, Synergy_Bliss=-4.76, Synergy_Loewe=-26.3, Synergy_HSA=-2.20. (5) Drug 1: C1CCN(CC1)CCOC2=CC=C(C=C2)C(=O)C3=C(SC4=C3C=CC(=C4)O)C5=CC=C(C=C5)O. Drug 2: CCC1(C2=C(COC1=O)C(=O)N3CC4=CC5=C(C=CC(=C5CN(C)C)O)N=C4C3=C2)O.Cl. Cell line: MALME-3M. Synergy scores: CSS=8.71, Synergy_ZIP=-3.70, Synergy_Bliss=-7.06, Synergy_Loewe=-16.8, Synergy_HSA=-9.05. (6) Drug 1: CC1=C(C(CCC1)(C)C)C=CC(=CC=CC(=CC(=O)O)C)C. Drug 2: CCN(CC)CCNC(=O)C1=C(NC(=C1C)C=C2C3=C(C=CC(=C3)F)NC2=O)C. Cell line: M14. Synergy scores: CSS=3.59, Synergy_ZIP=-2.85, Synergy_Bliss=-2.92, Synergy_Loewe=-2.04, Synergy_HSA=-2.94. (7) Drug 1: C1CN(CCN1C(=O)CCBr)C(=O)CCBr. Drug 2: CC1C(C(CC(O1)OC2CC(CC3=C2C(=C4C(=C3O)C(=O)C5=CC=CC=C5C4=O)O)(C(=O)C)O)N)O. Cell line: SW-620. Synergy scores: CSS=37.1, Synergy_ZIP=-6.37, Synergy_Bliss=-7.53, Synergy_Loewe=-12.0, Synergy_HSA=-2.87. (8) Drug 1: CN1CCC(CC1)COC2=C(C=C3C(=C2)N=CN=C3NC4=C(C=C(C=C4)Br)F)OC. Drug 2: CC1=C2C(C(=O)C3(C(CC4C(C3C(C(C2(C)C)(CC1OC(=O)C(C(C5=CC=CC=C5)NC(=O)OC(C)(C)C)O)O)OC(=O)C6=CC=CC=C6)(CO4)OC(=O)C)OC)C)OC. Cell line: SK-MEL-5. Synergy scores: CSS=42.8, Synergy_ZIP=10.4, Synergy_Bliss=9.77, Synergy_Loewe=-20.0, Synergy_HSA=6.37. (9) Drug 1: C1C(C(OC1N2C=C(C(=O)NC2=O)F)CO)O. Drug 2: C(CCl)NC(=O)N(CCCl)N=O. Cell line: UACC-257. Synergy scores: CSS=9.30, Synergy_ZIP=-0.697, Synergy_Bliss=3.16, Synergy_Loewe=1.36, Synergy_HSA=1.58.